The task is: Predict which catalyst facilitates the given reaction.. This data is from Catalyst prediction with 721,799 reactions and 888 catalyst types from USPTO. (1) Reactant: [C:1]([C:5]1[CH:23]=[C:8]2[N:9]=[C:10]([CH3:22])[C:11]([CH:14]([CH2:19][CH2:20][CH3:21])[C:15]([O:17][CH3:18])=[O:16])=[C:12](Cl)[N:7]2[N:6]=1)([CH3:4])([CH3:3])[CH3:2].[CH3:24][N:25]1[C:33]2[C:28](=[CH:29][CH:30]=[C:31](B3OC(C)(C)C(C)(C)O3)[CH:32]=2)[CH:27]=[CH:26]1.C(N(C(C)C)CC)(C)C. Product: [C:1]([C:5]1[CH:23]=[C:8]2[N:9]=[C:10]([CH3:22])[C:11]([CH:14]([CH2:19][CH2:20][CH3:21])[C:15]([O:17][CH3:18])=[O:16])=[C:12]([C:31]3[CH:32]=[C:33]4[C:28]([CH:27]=[CH:26][N:25]4[CH3:24])=[CH:29][CH:30]=3)[N:7]2[N:6]=1)([CH3:4])([CH3:3])[CH3:2]. The catalyst class is: 149. (2) Reactant: [CH2:1]([O:3][C:4]1[C:8]([CH2:9][CH2:10][CH2:11][OH:12])=[CH:7][N:6]([C:13]2[CH:18]=[CH:17][C:16]([C:19]([F:22])([F:21])[F:20])=[CH:15][N:14]=2)[N:5]=1)[CH3:2].O[C:24]1[C:29]([O:30][CH3:31])=[CH:28][CH:27]=[CH:26][C:25]=1[CH2:32][CH2:33][C:34]([O:36]CC)=[O:35].C(P(CCCC)CCCC)CCC.N(C(N1CCCCC1)=O)=NC(N1CCCCC1)=O. Product: [CH2:1]([O:3][C:4]1[C:8]([CH2:9][CH2:10][CH2:11][O:12][C:24]2[C:29]([O:30][CH3:31])=[CH:28][CH:27]=[CH:26][C:25]=2[CH2:32][CH2:33][C:34]([OH:36])=[O:35])=[CH:7][N:6]([C:13]2[CH:18]=[CH:17][C:16]([C:19]([F:21])([F:20])[F:22])=[CH:15][N:14]=2)[N:5]=1)[CH3:2]. The catalyst class is: 7.